From a dataset of Full USPTO retrosynthesis dataset with 1.9M reactions from patents (1976-2016). Predict the reactants needed to synthesize the given product. (1) Given the product [F:1][C:2]1[CH:3]=[C:4]2[C:8](=[CH:9][CH:10]=1)[N:7]([CH2:11][C:12]([OH:14])=[O:13])[C:6]([CH3:16])=[C:5]2[CH2:17][C:18]1[CH:23]=[CH:22][C:21](=[O:24])[N:20]([CH2:25][C:26]2[CH:27]=[CH:28][C:29]([C:32]([F:35])([F:33])[F:34])=[CH:30][CH:31]=2)[N:19]=1, predict the reactants needed to synthesize it. The reactants are: [F:1][C:2]1[CH:3]=[C:4]2[C:8](=[CH:9][CH:10]=1)[N:7]([CH2:11][C:12]([O:14]C)=[O:13])[C:6]([CH3:16])=[C:5]2[CH2:17][C:18]1[CH:23]=[CH:22][C:21](=[O:24])[N:20]([CH2:25][C:26]2[CH:31]=[CH:30][C:29]([C:32]([F:35])([F:34])[F:33])=[CH:28][CH:27]=2)[N:19]=1.C1COCC1.[OH-].[Li+].Cl. (2) Given the product [CH3:28][O:29][C:30]([C:32]1[CH2:33][N:34]([C:46]([O:48][C:49]([CH3:52])([CH3:51])[CH3:50])=[O:47])[CH2:35][CH2:36][C:37]=1[C:2]1[CH:7]=[N:6][C:5]([N:8]2[CH2:12][CH2:11][C@H:10]([O:13][C:14]3[C:19]([Cl:20])=[CH:18][C:17]([CH3:21])=[CH:16][C:15]=3[Cl:22])[CH2:9]2)=[CH:4][CH:3]=1)=[O:31], predict the reactants needed to synthesize it. The reactants are: Br[C:2]1[CH:3]=[CH:4][C:5]([N:8]2[CH2:12][CH2:11][C@H:10]([O:13][C:14]3[C:19]([Cl:20])=[CH:18][C:17]([CH3:21])=[CH:16][C:15]=3[Cl:22])[CH2:9]2)=[N:6][CH:7]=1.[Li]CCCC.[CH3:28][O:29][C:30]([C:32]1[CH2:33][N:34]([C:46]([O:48][C:49]([CH3:52])([CH3:51])[CH3:50])=[O:47])[CH2:35][CH2:36][C:37]=1OS(C(F)(F)F)(=O)=O)=[O:31].[NH4+].[Cl-].